Dataset: Full USPTO retrosynthesis dataset with 1.9M reactions from patents (1976-2016). Task: Predict the reactants needed to synthesize the given product. Given the product [CH2:11]([N:18]1[CH2:23][CH:22]2[CH:20]([CH:21]2[CH:24]=[O:25])[CH2:19]1)[C:12]1[CH:13]=[CH:14][CH:15]=[CH:16][CH:17]=1, predict the reactants needed to synthesize it. The reactants are: CS(C)=O.C(Cl)(=O)C(Cl)=O.[CH2:11]([N:18]1[CH2:23][CH:22]2[CH:20]([CH:21]2[CH2:24][OH:25])[CH2:19]1)[C:12]1[CH:17]=[CH:16][CH:15]=[CH:14][CH:13]=1.C(N(CC)CC)C.